Dataset: Reaction yield outcomes from USPTO patents with 853,638 reactions. Task: Predict the reaction yield, written as a fraction of the theoretical maximum amount of product (1.0 means a 100% yield; for example, 0.34 means a 34% yield). (1) The reactants are [C:1]([O:5][C:6]([N:8]([CH3:14])[CH2:9][CH2:10][C:11]([OH:13])=[O:12])=[O:7])([CH3:4])([CH3:3])[CH3:2].[C:15]([O-])([O-])=O.[K+].[K+].CI. The catalyst is CN(C=O)C. The product is [C:1]([O:5][C:6]([N:8]([CH3:14])[CH2:9][CH2:10][C:11]([O:13][CH3:15])=[O:12])=[O:7])([CH3:4])([CH3:3])[CH3:2]. The yield is 0.920. (2) The reactants are [I:1][C:2]1[CH:3]=[N:4][N:5]([C:7]([O:9]C2C=CC=CC=2)=O)[CH:6]=1.[ClH:16].Cl.[NH2:18][C@@H:19]1[CH:24]2[CH2:25][CH2:26][N:21]([CH2:22][CH2:23]2)[CH2:20]1.CCN(C(C)C)C(C)C. The product is [ClH:16].[N:21]12[CH2:26][CH2:25][CH:24]([CH2:23][CH2:22]1)[C@@H:19]([NH:18][C:7]([N:5]1[CH:6]=[C:2]([I:1])[CH:3]=[N:4]1)=[O:9])[CH2:20]2. The catalyst is CN(C=O)C. The yield is 0.930. (3) The reactants are C([O:3][C:4](=[O:35])[CH:5]([O:31][CH:32]([CH3:34])[CH3:33])[CH2:6][C:7]1[CH:12]=[CH:11][C:10]([O:13][CH2:14][CH2:15][CH:16]2[CH2:20][N:19]([CH2:21][C:22]3[CH:27]=[CH:26][C:25]([OH:28])=[CH:24][CH:23]=3)[C:18](=[O:29])[N:17]2[CH3:30])=[CH:9][CH:8]=1)C.[OH-].[Na+]. The catalyst is C(O)C. The product is [OH:28][C:25]1[CH:24]=[CH:23][C:22]([CH2:21][N:19]2[CH2:20][CH:16]([CH2:15][CH2:14][O:13][C:10]3[CH:11]=[CH:12][C:7]([CH2:6][CH:5]([O:31][CH:32]([CH3:33])[CH3:34])[C:4]([OH:35])=[O:3])=[CH:8][CH:9]=3)[N:17]([CH3:30])[C:18]2=[O:29])=[CH:27][CH:26]=1. The yield is 0.840. (4) The reactants are C(NC(C)C)(C)C.C([Li])CCC.[Cl:13][C:14]1[CH:15]=[C:16]([CH2:20][C:21]([OH:23])=[O:22])[CH:17]=[CH:18][CH:19]=1.[CH:24]1(Br)[CH2:28][CH2:27][CH2:26][CH2:25]1. The catalyst is O1CCCC1. The product is [Cl:13][C:14]1[CH:15]=[C:16]([CH:20]([CH:24]2[CH2:28][CH2:27][CH2:26][CH2:25]2)[C:21]([OH:23])=[O:22])[CH:17]=[CH:18][CH:19]=1. The yield is 0.790. (5) The reactants are [CH3:1][O:2][C:3]1[CH:4]=[C:5]2[C:10](=[CH:11][C:12]=1[O:13][CH3:14])[N:9]=[CH:8][N:7]=[C:6]2[S:15][C:16]1[CH:17]=[C:18]([CH:20]=[CH:21][CH:22]=1)[NH2:19].[F:23][C:24]([F:45])([F:44])[C:25]([C:28]1[CH:32]=[C:31]([NH:33][C:34](=O)[O:35]C2C=CC(Cl)=CC=2)[O:30][N:29]=1)([CH3:27])[CH3:26].C(OCC)C. The catalyst is C1COCC1.CN(C)C1C=CN=CC=1. The product is [CH3:1][O:2][C:3]1[CH:4]=[C:5]2[C:10](=[CH:11][C:12]=1[O:13][CH3:14])[N:9]=[CH:8][N:7]=[C:6]2[S:15][C:16]1[CH:17]=[C:18]([NH:19][C:34]([NH:33][C:31]2[O:30][N:29]=[C:28]([C:25]([CH3:27])([CH3:26])[C:24]([F:45])([F:44])[F:23])[CH:32]=2)=[O:35])[CH:20]=[CH:21][CH:22]=1. The yield is 0.690. (6) The reactants are [NH2:1][C:2]1[CH:7]=[CH:6][CH:5]=[CH:4][CH:3]=1.F[C:9]1[C:14]([F:15])=[CH:13][C:12]([C:16]([F:19])([F:18])[F:17])=[CH:11][C:10]=1[N+:20]([O-])=O.Cl[CH2:24]Cl. No catalyst specified. The product is [F:15][C:14]1[C:9]2[N:1]([C:2]3[CH:7]=[CH:6][CH:5]=[CH:4][CH:3]=3)[CH:24]=[N:20][C:10]=2[CH:11]=[C:12]([C:16]([F:19])([F:18])[F:17])[CH:13]=1. The yield is 0.870. (7) The reactants are [F:1][C:2]1[CH:7]=[C:6]([F:8])[CH:5]=[CH:4][C:3]=1[C:9]([OH:30])([CH2:24][N:25]1[CH:29]=[N:28][N:27]=[N:26]1)[C:10]([F:23])([F:22])[C:11]1[CH:16]=[CH:15][C:14](/[CH:17]=[CH:18]/[CH2:19][O:20][CH3:21])=[CH:13][N:12]=1. The catalyst is CCO.[Pd]. The product is [F:1][C:2]1[CH:7]=[C:6]([F:8])[CH:5]=[CH:4][C:3]=1[C:9]([OH:30])([CH2:24][N:25]1[CH:29]=[N:28][N:27]=[N:26]1)[C:10]([F:22])([F:23])[C:11]1[CH:16]=[CH:15][C:14]([CH2:17][CH2:18][CH2:19][O:20][CH3:21])=[CH:13][N:12]=1. The yield is 0.770.